This data is from Aqueous solubility values for 9,982 compounds from the AqSolDB database. The task is: Regression/Classification. Given a drug SMILES string, predict its absorption, distribution, metabolism, or excretion properties. Task type varies by dataset: regression for continuous measurements (e.g., permeability, clearance, half-life) or binary classification for categorical outcomes (e.g., BBB penetration, CYP inhibition). For this dataset (solubility_aqsoldb), we predict Y. (1) The Y is 0.833 log mol/L. The molecule is Nc1ncn[nH]1. (2) The molecule is Brc1cc(Br)c(Oc2cc(Br)cc(Br)c2Br)c(Br)c1. The Y is -8.20 log mol/L.